Task: Predict the reactants needed to synthesize the given product.. Dataset: Full USPTO retrosynthesis dataset with 1.9M reactions from patents (1976-2016) (1) The reactants are: Br[C:2]1[CH:3]=[CH:4][C:5]([C:8]#[N:9])=[N:6][CH:7]=1.[CH:10]1([C:16]#[CH:17])[CH2:15][CH2:14][CH2:13][CH2:12][CH2:11]1.C(N(CC)CC)C.C1COCC1. Given the product [CH:10]1([C:16]#[C:17][C:2]2[CH:3]=[CH:4][C:5]([C:8]#[N:9])=[N:6][CH:7]=2)[CH2:15][CH2:14][CH2:13][CH2:12][CH2:11]1, predict the reactants needed to synthesize it. (2) The reactants are: Cl[CH2:2][CH2:3][CH2:4][O:5][C:6]1[CH:7]=[CH:8][C:9]2[CH2:15][CH2:14][NH:13][C:12](=[O:16])[NH:11][C:10]=2[CH:17]=1.OC(C(F)(F)F)=O.[CH3:25][O:26][C:27]1[CH:36]=[CH:35][C:34]2[C:29](=[C:30]([N:37]3[CH2:42][CH2:41][NH:40][CH2:39][CH2:38]3)[CH:31]=[CH:32][CH:33]=2)[N:28]=1.[I-].[K+].C(=O)([O-])[O-].[Na+].[Na+]. Given the product [CH3:25][O:26][C:27]1[CH:36]=[CH:35][C:34]2[C:29](=[C:30]([N:37]3[CH2:42][CH2:41][N:40]([CH2:2][CH2:3][CH2:4][O:5][C:6]4[CH:7]=[CH:8][C:9]5[CH2:15][CH2:14][NH:13][C:12](=[O:16])[NH:11][C:10]=5[CH:17]=4)[CH2:39][CH2:38]3)[CH:31]=[CH:32][CH:33]=2)[N:28]=1, predict the reactants needed to synthesize it. (3) Given the product [C:1]([O:7][CH2:8][N:9]1[C:13]2[N:14]=[CH:15][N:16]=[C:17]([C:18]3[CH:19]=[N:20][N:21]([C@@H:23]([CH:28]4[CH2:32][CH2:31][CH2:30][CH2:29]4)[CH2:24][C:25]([NH2:27])=[O:26])[CH:22]=3)[C:12]=2[CH:11]=[CH:10]1)(=[O:6])[C:2]([CH3:4])([CH3:5])[CH3:3], predict the reactants needed to synthesize it. The reactants are: [C:1]([O:7][CH2:8][N:9]1[C:13]2[N:14]=[CH:15][N:16]=[C:17]([C:18]3[CH:19]=[N:20][N:21](/[C:23](/[CH:28]4[CH2:32][CH2:31][CH2:30][CH2:29]4)=[CH:24]\[C:25]([NH2:27])=[O:26])[CH:22]=3)[C:12]=2[CH:11]=[CH:10]1)(=[O:6])[C:2]([CH3:5])([CH3:4])[CH3:3].[H][H]. (4) Given the product [CH:11]([C:5]1[CH:6]=[N:7][CH:8]=[C:3]([O:2][CH3:1])[CH:4]=1)=[O:32], predict the reactants needed to synthesize it. The reactants are: [CH3:1][O:2][C:3]1[CH:4]=[C:5]2[CH:11]=C(C(OCC)=O)N[C:6]2=[N:7][CH:8]=1.[H-].[Na+].ClC1C=CC(CCl)=CC=1.CN(C=[O:32])C. (5) The reactants are: [C:12]([O:11][C:9](O[C:9]([O:11][C:12]([CH3:15])([CH3:14])[CH3:13])=[O:10])=[O:10])([CH3:15])([CH3:14])[CH3:13].[NH2:16][CH2:17][C:18]1[CH:24]=[CH:23][CH:22]=[CH:21][C:19]=1[NH2:20]. Given the product [C:12]([O:11][C:9](=[O:10])[NH:16][CH2:17][C:18]1[CH:24]=[CH:23][CH:22]=[CH:21][C:19]=1[NH2:20])([CH3:13])([CH3:14])[CH3:15], predict the reactants needed to synthesize it. (6) Given the product [CH2:1]([O:8][C:9]1[CH:17]=[CH:16][C:15]2[N:14]3[CH2:31][C:30]([C:29]([O:33][CH2:34][CH3:35])=[O:32])=[C:18]([O-:20])[C:13]3=[CH:12][C:11]=2[CH:10]=1)[C:2]1[CH:3]=[CH:4][CH:5]=[CH:6][CH:7]=1.[K+:28], predict the reactants needed to synthesize it. The reactants are: [CH2:1]([O:8][C:9]1[CH:10]=[C:11]2[C:15](=[CH:16][CH:17]=1)[NH:14][C:13]([C:18]([O:20]CC)=O)=[CH:12]2)[C:2]1[CH:7]=[CH:6][CH:5]=[CH:4][CH:3]=1.CC(C)([O-])C.[K+:28].[C:29]([O:33][CH2:34][CH3:35])(=[O:32])[CH:30]=[CH2:31]. (7) Given the product [CH3:49][O:50][C:51]([CH:53]1[CH2:58][N:57]([C:46](=[O:48])[CH2:45][NH:44][C:42]([C:39]2[CH:38]=[C:37]([C:31]3[CH:32]=[CH:33][CH:34]=[CH:35][CH:36]=3)[NH:41][N:40]=2)=[O:43])[CH2:56][CH2:55][N:54]1[C:59]([O:61][C:62]([CH3:65])([CH3:64])[CH3:63])=[O:60])=[O:52], predict the reactants needed to synthesize it. The reactants are: CCN(C(C)C)C(C)C.C1C=CC2N(O)N=NC=2C=1.CCN=C=NCCCN(C)C.[C:31]1([C:37]2[NH:41][N:40]=[C:39]([C:42]([NH:44][CH2:45][C:46]([OH:48])=O)=[O:43])[CH:38]=2)[CH:36]=[CH:35][CH:34]=[CH:33][CH:32]=1.[CH3:49][O:50][C:51]([CH:53]1[CH2:58][NH:57][CH2:56][CH2:55][N:54]1[C:59]([O:61][C:62]([CH3:65])([CH3:64])[CH3:63])=[O:60])=[O:52].